Dataset: Catalyst prediction with 721,799 reactions and 888 catalyst types from USPTO. Task: Predict which catalyst facilitates the given reaction. (1) Reactant: [Cl:1][C:2]1[N:11]=[C:10](Cl)[C:9]2[C:4](=[CH:5][CH:6]=[C:7]([C:13]3[O:14][CH:15]=[CH:16][CH:17]=3)[CH:8]=2)[N:3]=1.[CH3:18][O:19][C:20]1[CH:25]=[CH:24][C:23]([NH2:26])=[CH:22][CH:21]=1.C(N(CC)CC)C.CCOC(C)=O. Product: [Cl:1][C:2]1[N:11]=[C:10]([NH:26][C:23]2[CH:24]=[CH:25][C:20]([O:19][CH3:18])=[CH:21][CH:22]=2)[C:9]2[C:4](=[CH:5][CH:6]=[C:7]([C:13]3[O:14][CH:15]=[CH:16][CH:17]=3)[CH:8]=2)[N:3]=1. The catalyst class is: 1. (2) Reactant: C([Li])CCC.[CH:6](N1CCCCC1)=[O:7].Br[C:15]1[C:24]([CH3:25])=[CH:23][C:22]2[C:21]([CH3:27])([CH3:26])[CH2:20][CH2:19][C:18]([CH3:29])([CH3:28])[C:17]=2[CH:16]=1.[Cl-].[NH4+]. Product: [CH:6]([C:15]1[C:24]([CH3:25])=[CH:23][C:22]2[C:21]([CH3:27])([CH3:26])[CH2:20][CH2:19][C:18]([CH3:29])([CH3:28])[C:17]=2[CH:16]=1)=[O:7]. The catalyst class is: 7. (3) Reactant: C([O:4][C:5]1[CH:10]=[CH:9][C:8]([C:11]2[N:12]=[C:13]([CH2:21][C:22]3[CH:27]=[CH:26][CH:25]=[CH:24][CH:23]=3)[C:14]([NH:17][C:18](=[O:20])[CH3:19])=[N:15][CH:16]=2)=[CH:7][CH:6]=1)(=O)C.[OH-].[Na+].Cl. Product: [C:18]([NH:17][C:14]1[C:13]([CH2:21][C:22]2[CH:27]=[CH:26][CH:25]=[CH:24][CH:23]=2)=[N:12][C:11]([C:8]2[CH:7]=[CH:6][C:5]([OH:4])=[CH:10][CH:9]=2)=[CH:16][N:15]=1)(=[O:20])[CH3:19]. The catalyst class is: 5. (4) Reactant: [C:1]([C:4]1[C:22](=[O:23])[C@@:8]2([CH3:24])[C:9]3[C:15]([OH:16])=[CH:14][C:13]([O:17][CH3:18])=[C:12]([C:19]([NH2:21])=[O:20])[C:10]=3[O:11][C:7]2=[CH:6][C:5]=1[OH:25])(=[O:3])[CH3:2].[CH2:26]([O:28][C:29]1[C:38]2[C:33](=[CH:34][CH:35]=[CH:36][CH:37]=2)[C:32]([CH:39]=O)=[CH:31][CH:30]=1)[CH3:27].C([SiH](CC)CC)C.FC(F)(F)C(O)=O. Product: [C:1]([C:4]1[C:22](=[O:23])[C@@:8]2([CH3:24])[C:9]3[C:15]([OH:16])=[CH:14][C:13]([O:17][CH3:18])=[C:12]([C:19]([NH:21][CH2:39][C:32]4[C:33]5[C:38](=[CH:37][CH:36]=[CH:35][CH:34]=5)[C:29]([O:28][CH2:26][CH3:27])=[CH:30][CH:31]=4)=[O:20])[C:10]=3[O:11][C:7]2=[CH:6][C:5]=1[OH:25])(=[O:3])[CH3:2]. The catalyst class is: 10. (5) Reactant: Cl.[NH2:2][C@H:3]1[CH2:6][C@H:5]([N:7]2[C:11]3=[N:12][CH:13]=[C:14]([Br:16])[N:15]=[C:10]3[N:9]([CH:17]3[CH2:19][CH2:18]3)[C:8]2=[O:20])[CH2:4]1.CS(C)=O.C(N(CC)C(C)C)(C)C.Cl[C:35]1[S:36][C:37]2[CH:43]=[CH:42][CH:41]=[CH:40][C:38]=2[N:39]=1. Product: [S:36]1[C:37]2[CH:43]=[CH:42][CH:41]=[CH:40][C:38]=2[N:39]=[C:35]1[NH:2][C@H:3]1[CH2:6][C@H:5]([N:7]2[C:11]3=[N:12][CH:13]=[C:14]([Br:16])[N:15]=[C:10]3[N:9]([CH:17]3[CH2:18][CH2:19]3)[C:8]2=[O:20])[CH2:4]1. The catalyst class is: 72. (6) Reactant: [NH2:1][C:2]1[CH:28]=[CH:27][C:5]2[N:6]=[C:7]([CH2:9][CH2:10][CH2:11][CH2:12][CH2:13][NH:14][C:15](=[O:26])[CH2:16][O:17][CH2:18][C:19]3[CH:24]=[CH:23][C:22]([F:25])=[CH:21][CH:20]=3)[S:8][C:4]=2[CH:3]=1.[CH3:29][O:30][C:31]1[CH:32]=[C:33]([S:39](Cl)(=[O:41])=[O:40])[CH:34]=[CH:35][C:36]=1[O:37][CH3:38]. Product: [CH3:29][O:30][C:31]1[CH:32]=[C:33]([S:39]([NH:1][C:2]2[CH:28]=[CH:27][C:5]3[N:6]=[C:7]([CH2:9][CH2:10][CH2:11][CH2:12][CH2:13][NH:14][C:15](=[O:26])[CH2:16][O:17][CH2:18][C:19]4[CH:20]=[CH:21][C:22]([F:25])=[CH:23][CH:24]=4)[S:8][C:4]=3[CH:3]=2)(=[O:40])=[O:41])[CH:34]=[CH:35][C:36]=1[O:37][CH3:38]. The catalyst class is: 377. (7) Reactant: C(O[C:4]([C:6]1[C:10]([CH3:11])=[C:9]([C:12]2[CH:17]=[CH:16][CH:15]=[CH:14][CH:13]=2)[S:8][C:7]=1[NH:18][CH:19]=[CH:20][C:21](=[O:25])[CH:22]([CH3:24])[CH3:23])=[O:5])C.C1(OC2C=CC=CC=2)C=CC=CC=1. Product: [OH:5][C:4]1[C:20]([C:21](=[O:25])[CH:22]([CH3:23])[CH3:24])=[CH:19][N:18]=[C:7]2[S:8][C:9]([C:12]3[CH:13]=[CH:14][CH:15]=[CH:16][CH:17]=3)=[C:10]([CH3:11])[C:6]=12. The catalyst class is: 8. (8) Reactant: [CH3:1][C@@H:2]([C:6]([CH3:14])([C:8]1[CH:13]=[CH:12][CH:11]=[CH:10][CH:9]=1)[CH3:7])[C:3]([OH:5])=O.OC1C2N=NNC=2C=CC=1.CN1CCOCC1.Cl.[CH3:33]/[C:34](=[CH:40]\[C@@H:41]([N:45]([CH3:54])[C:46](=[O:53])[C@H:47]([C:49]([CH3:52])([CH3:51])[CH3:50])[NH2:48])[CH:42]([CH3:44])[CH3:43])/[C:35]([O:37][CH2:38][CH3:39])=[O:36]. Product: [CH3:1][C@@H:2]([C:6]([CH3:14])([C:8]1[CH:13]=[CH:12][CH:11]=[CH:10][CH:9]=1)[CH3:7])[C:3]([NH:48][C@@H:47]([C:49]([CH3:52])([CH3:50])[CH3:51])[C:46]([N:45]([CH3:54])[C@@H:41]([CH:42]([CH3:43])[CH3:44])/[CH:40]=[C:34](\[CH3:33])/[C:35]([O:37][CH2:38][CH3:39])=[O:36])=[O:53])=[O:5]. The catalyst class is: 9. (9) Reactant: Cl.[NH2:2][CH:3]([CH2:30][C:31]1[CH:36]=[CH:35][C:34]([F:37])=[CH:33][CH:32]=1)[C:4]([N:6]1[CH2:11][CH2:10][N:9]([CH:12]([CH2:17][C:18]2[CH:27]=[CH:26][C:25]3[C:20](=[CH:21][CH:22]=[CH:23][CH:24]=3)[CH:19]=2)[C:13]([NH:15][CH3:16])=[O:14])[CH2:8][CH:7]1[CH2:28][CH3:29])=[O:5].[C:38]([O:42][C:43](CC(N)(C)C(O)=O)=[O:44])([CH3:41])([CH3:40])[CH3:39].O[N:53]1[C:57]2[CH:58]=CC=C[C:56]=2N=N1.CN1CCOCC1.CN([CH:72]=[O:73])C. Product: [C:38]([O:42][C:43](=[O:44])[NH:53][C:57]([C:72](=[O:73])[NH:2][CH:3]([CH2:30][C:31]1[CH:36]=[CH:35][C:34]([F:37])=[CH:33][CH:32]=1)[C:4]([N:6]1[CH2:11][CH2:10][N:9]([CH:12]([C:13](=[O:14])[NH:15][CH3:16])[CH2:17][C:18]2[CH:27]=[CH:26][C:25]3[C:20](=[CH:21][CH:22]=[CH:23][CH:24]=3)[CH:19]=2)[CH2:8][CH:7]1[CH2:28][CH3:29])=[O:5])([CH3:58])[CH3:56])([CH3:39])([CH3:40])[CH3:41]. The catalyst class is: 238. (10) Reactant: [CH3:1][O:2][C:3]1[CH:4]=[C:5]([CH2:17][CH2:18][NH2:19])[CH:6]=[CH:7][C:8]=1[O:9][CH2:10][C:11]1[CH:16]=[CH:15][CH:14]=[CH:13][CH:12]=1.C(N(CC)CC)C.O1CCCC1.[Cl:32][C:33]1[CH:38]=[CH:37][C:36]([CH2:39][C:40](Cl)=[O:41])=[CH:35][CH:34]=1. Product: [CH2:10]([O:9][C:8]1[CH:7]=[CH:6][C:5]([CH2:17][CH2:18][NH:19][C:40](=[O:41])[CH2:39][C:36]2[CH:37]=[CH:38][C:33]([Cl:32])=[CH:34][CH:35]=2)=[CH:4][C:3]=1[O:2][CH3:1])[C:11]1[CH:12]=[CH:13][CH:14]=[CH:15][CH:16]=1. The catalyst class is: 6.